From a dataset of NCI-60 drug combinations with 297,098 pairs across 59 cell lines. Regression. Given two drug SMILES strings and cell line genomic features, predict the synergy score measuring deviation from expected non-interaction effect. (1) Drug 1: CNC(=O)C1=CC=CC=C1SC2=CC3=C(C=C2)C(=NN3)C=CC4=CC=CC=N4. Drug 2: CN(C(=O)NC(C=O)C(C(C(CO)O)O)O)N=O. Cell line: HS 578T. Synergy scores: CSS=-3.40, Synergy_ZIP=-0.783, Synergy_Bliss=-3.78, Synergy_Loewe=-7.33, Synergy_HSA=-5.85. (2) Drug 1: COC1=CC(=CC(=C1O)OC)C2C3C(COC3=O)C(C4=CC5=C(C=C24)OCO5)OC6C(C(C7C(O6)COC(O7)C8=CC=CS8)O)O. Drug 2: CC1=C(C(=CC=C1)Cl)NC(=O)C2=CN=C(S2)NC3=CC(=NC(=N3)C)N4CCN(CC4)CCO. Cell line: SK-MEL-28. Synergy scores: CSS=12.5, Synergy_ZIP=-3.21, Synergy_Bliss=4.20, Synergy_Loewe=-0.409, Synergy_HSA=3.77. (3) Drug 1: CC1=C(C=C(C=C1)NC(=O)C2=CC=C(C=C2)CN3CCN(CC3)C)NC4=NC=CC(=N4)C5=CN=CC=C5. Drug 2: CN1C2=C(C=C(C=C2)N(CCCl)CCCl)N=C1CCCC(=O)O.Cl. Cell line: NCI/ADR-RES. Synergy scores: CSS=-0.327, Synergy_ZIP=0.309, Synergy_Bliss=-2.30, Synergy_Loewe=-4.97, Synergy_HSA=-6.26. (4) Drug 1: B(C(CC(C)C)NC(=O)C(CC1=CC=CC=C1)NC(=O)C2=NC=CN=C2)(O)O. Drug 2: N.N.Cl[Pt+2]Cl. Cell line: SR. Synergy scores: CSS=83.2, Synergy_ZIP=-0.402, Synergy_Bliss=-0.696, Synergy_Loewe=-0.743, Synergy_HSA=1.65. (5) Cell line: UACC62. Drug 1: C1CC(C1)(C(=O)O)C(=O)O.[NH2-].[NH2-].[Pt+2]. Synergy scores: CSS=33.1, Synergy_ZIP=-6.15, Synergy_Bliss=6.60, Synergy_Loewe=0.618, Synergy_HSA=6.42. Drug 2: CC(C)NC(=O)C1=CC=C(C=C1)CNNC.Cl.